Dataset: Forward reaction prediction with 1.9M reactions from USPTO patents (1976-2016). Task: Predict the product of the given reaction. (1) Given the reactants F[B-](F)(F)F.[CH3:22][O:21][C:18]1[CH:19]=[CH:20][C:15]([I+][C:15]2[CH:20]=[CH:19][C:18]([O:21][CH3:22])=[C:17]([CH:23]([CH3:25])[CH3:24])[CH:16]=2)=[CH:16][C:17]=1[CH:23]([CH3:25])[CH3:24].C(N(CC)CC)C.[CH3:36][C:37]1[CH:38]=[C:39]([CH:42]=[C:43]([CH3:46])[C:44]=1[OH:45])[CH:40]=[O:41], predict the reaction product. The product is: [CH3:36][C:37]1[CH:38]=[C:39]([CH:42]=[C:43]([CH3:46])[C:44]=1[O:45][C:15]1[CH:20]=[CH:19][C:18]([O:21][CH3:22])=[C:17]([CH:23]([CH3:24])[CH3:25])[CH:16]=1)[CH:40]=[O:41]. (2) Given the reactants C([C:3]1(C#C)[C:12]([CH3:14])([CH3:13])[C:11]2[C:6](=[C:7]([Si](C)(C)C)[CH:8]=[C:9]([C:15]([O-:17])=[O:16])[CH:10]=2)[O:5][C:4]1([CH3:23])[CH3:22])C.[OH-].[Na+].Cl.[CH2:29](O)[CH3:30], predict the reaction product. The product is: [C:29]([C:7]1[CH:8]=[C:9]([C:15]([OH:17])=[O:16])[CH:10]=[C:11]2[C:6]=1[O:5][C:4]([CH3:22])([CH3:23])[CH2:3][C:12]2([CH3:13])[CH3:14])#[CH:30]. (3) Given the reactants Cl[CH2:2][C:3]1[CH:4]=[C:5]([N+:22]([O-:24])=[O:23])[C:6]2[S:10][C:9]([NH:11][C:12]3[C:17]([CH3:18])=[CH:16][C:15]([CH3:19])=[CH:14][C:13]=3[CH3:20])=[N:8][C:7]=2[CH:21]=1.[BH4-].[Na+], predict the reaction product. The product is: [CH3:2][C:3]1[CH:4]=[C:5]([N+:22]([O-:24])=[O:23])[C:6]2[S:10][C:9]([NH:11][C:12]3[C:17]([CH3:18])=[CH:16][C:15]([CH3:19])=[CH:14][C:13]=3[CH3:20])=[N:8][C:7]=2[CH:21]=1. (4) Given the reactants CC(OI1(OC(C)=O)(OC(C)=O)OC(=O)C2C1=CC=CC=2)=O.[F:23][C:24]1[C:29]([F:30])=[CH:28][CH:27]=[CH:26][C:25]=1[C@@H:31]1[CH2:42][CH2:41][C@@H:40]([OH:43])[C:34]2=[N+:35]([O-:39])[CH:36]=[CH:37][CH:38]=[C:33]2[CH2:32]1, predict the reaction product. The product is: [F:23][C:24]1[C:29]([F:30])=[CH:28][CH:27]=[CH:26][C:25]=1[C@@H:31]1[CH2:42][CH2:41][C:40](=[O:43])[C:34]2=[N+:35]([O-:39])[CH:36]=[CH:37][CH:38]=[C:33]2[CH2:32]1. (5) The product is: [C:11]([C:7]1[CH:8]=[C:9]2[C:4](=[CH:5][CH:6]=1)[NH:3][C:2](=[O:1])[CH:10]2[C:54]1[CH:63]=[CH:62][C:61]2[CH2:60][N:59]([C:64]([O:66][C:67]([CH3:70])([CH3:69])[CH3:68])=[O:65])[CH2:58][CH2:57][C:56]=2[N:55]=1)#[N:12]. Given the reactants [O:1]=[C:2]1[CH2:10][C:9]2[C:4](=[CH:5][CH:6]=[C:7]([C:11]#[N:12])[CH:8]=2)[NH:3]1.CC(C1C=C(C(C)C)C(C2C=CC=CC=2P(C2CCCCC2)C2CCCCC2)=C(C(C)C)C=1)C.C([O-])([O-])=O.[K+].[K+].Cl[C:54]1[CH:63]=[CH:62][C:61]2[CH2:60][N:59]([C:64]([O:66][C:67]([CH3:70])([CH3:69])[CH3:68])=[O:65])[CH2:58][CH2:57][C:56]=2[N:55]=1, predict the reaction product. (6) Given the reactants [H-].[H-].[H-].[H-].[Li+].[Al+3].[CH3:7][C:8]1[N:13]=[C:12]([C:14]#[N:15])[CH:11]=[CH:10][CH:9]=1, predict the reaction product. The product is: [CH3:7][C:8]1[N:13]=[C:12]([CH2:14][NH2:15])[CH:11]=[CH:10][CH:9]=1. (7) Given the reactants C(O)CO.[Br:5][C:6]1[CH:11]=[CH:10][C:9]([C:12]2([C:16](=O)[CH2:17][CH2:18][CH3:19])[CH2:15][CH2:14][CH2:13]2)=[CH:8][CH:7]=1.O.NN.[OH-].[K+], predict the reaction product. The product is: [Br:5][C:6]1[CH:11]=[CH:10][C:9]([C:12]2([CH2:16][CH2:17][CH2:18][CH3:19])[CH2:15][CH2:14][CH2:13]2)=[CH:8][CH:7]=1.